Dataset: Full USPTO retrosynthesis dataset with 1.9M reactions from patents (1976-2016). Task: Predict the reactants needed to synthesize the given product. (1) The reactants are: [C:1]1([C:7]2[CH:12]=[C:11]([C:13]3[N:17]4[CH:18]=[CH:19][C:20]([C:22]5[CH:23]=[CH:24][C:25](=[O:28])[NH:26][CH:27]=5)=[CH:21][C:16]4=[N:15][CH:14]=3)[CH:10]=[CH:9][N:8]=2)[CH:6]=[CH:5][CH:4]=[CH:3][CH:2]=1.I[CH2:30][CH3:31].[I-].[Na+].C(=O)([O-])[O-].[Cs+].[Cs+]. Given the product [CH2:30]([O:28][C:25]1[N:26]=[CH:27][C:22]([C:20]2[CH:19]=[CH:18][N:17]3[C:13]([C:11]4[CH:10]=[CH:9][N:8]=[C:7]([C:1]5[CH:2]=[CH:3][CH:4]=[CH:5][CH:6]=5)[CH:12]=4)=[CH:14][N:15]=[C:16]3[CH:21]=2)=[CH:23][CH:24]=1)[CH3:31], predict the reactants needed to synthesize it. (2) Given the product [Br:1][C:2]1[CH:3]=[C:4]([NH:9][CH2:10][CH3:11])[C:5]([CH3:8])=[N:6][CH:7]=1, predict the reactants needed to synthesize it. The reactants are: [Br:1][C:2]1[CH:3]=[C:4]([NH2:9])[C:5]([CH3:8])=[N:6][CH:7]=1.[C:10](O)(=O)[CH3:11].C(=O)C.[BH-](OC(C)=O)(OC(C)=O)OC(C)=O.[Na+]. (3) Given the product [C:1]([O:5][C:6]([N:8]1[CH2:9][C@H:10]([NH:34][S:35]([C:38]2[CH:44]=[CH:43][C:41]([CH3:42])=[CH:40][CH:39]=2)(=[O:37])=[O:36])[C@@H:11]([CH2:13][N:14]([CH:31]([CH3:32])[CH3:33])[C:15](=[O:30])[C:16]2[CH:21]=[CH:20][C:19]([O:22][CH3:23])=[C:18]([O:24][CH2:25][CH2:26][CH2:27][O:28][CH3:29])[CH:17]=2)[CH2:12]1)=[O:7])([CH3:3])([CH3:4])[CH3:2], predict the reactants needed to synthesize it. The reactants are: [C:1]([O:5][C:6]([N:8]1[CH2:12][C@@H:11]([CH2:13][N:14]([CH:31]([CH3:33])[CH3:32])[C:15](=[O:30])[C:16]2[CH:21]=[CH:20][C:19]([O:22][CH3:23])=[C:18]([O:24][CH2:25][CH2:26][CH2:27][O:28][CH3:29])[CH:17]=2)[C@H:10]([NH2:34])[CH2:9]1)=[O:7])([CH3:4])([CH3:3])[CH3:2].[S:35](Cl)([C:38]1[CH:44]=[CH:43][C:41]([CH3:42])=[CH:40][CH:39]=1)(=[O:37])=[O:36].C(N(CC)CC)C.C([O-])(O)=O.[Na+]. (4) Given the product [CH3:27][N:22]1[C:21]([C:19]([O:18][CH2:16][CH3:17])=[O:20])=[CH:25][C:24]([NH:26][CH2:13][C:3]2[C:4]([C:7]3[CH:12]=[CH:11][CH:10]=[CH:9][N:8]=3)=[N:5][O:6][C:2]=2[CH3:1])=[N:23]1, predict the reactants needed to synthesize it. The reactants are: [CH3:1][C:2]1[O:6][N:5]=[C:4]([C:7]2[CH:12]=[CH:11][CH:10]=[CH:9][N:8]=2)[C:3]=1[CH:13]=O.Cl.[CH2:16]([O:18][C:19]([C:21]1[N:22]([CH3:27])[N:23]=[C:24]([NH2:26])[CH:25]=1)=[O:20])[CH3:17].C(O)(=O)C.C([BH3-])#N.[Na+]. (5) Given the product [CH:10]1([N:14]2[CH2:15][CH2:16][C:17]3[CH:24]=[CH:23][C:22]([O:25][CH2:2][CH2:3][CH2:4][C:5]([O:7][CH2:8][CH3:9])=[O:6])=[CH:21][C:18]=3[CH2:19][CH2:20]2)[CH2:13][CH2:12][CH2:11]1, predict the reactants needed to synthesize it. The reactants are: Br[CH2:2][CH2:3][CH2:4][C:5]([O:7][CH2:8][CH3:9])=[O:6].[CH:10]1([N:14]2[CH2:20][CH2:19][C:18]3[CH:21]=[C:22]([OH:25])[CH:23]=[CH:24][C:17]=3[CH2:16][CH2:15]2)[CH2:13][CH2:12][CH2:11]1.C(=O)([O-])[O-].[K+].[K+]. (6) The reactants are: OC1[C:17]([C:18]([C:6]2[CH:7]=[CH:8][CH:9]=[CH:10][CH:5]=2)(C)C)=N[C:5]2[C:10](C=1C(O)=O)=[CH:9][CH:8]=[C:7]1CC[CH2:17][CH2:18][C:6]=21.[C:28]([O:31]CC(=O)C(C1C=CC=CC=1)C)(=[O:30])[CH3:29].[F:43][C:44]([F:57])([F:56])[C:45]1[CH:46]=[CH:47][CH:48]=[C:49]2[C:53]=1[NH:52][C:51](=O)[C:50]2=[O:55].[OH-].[Na+]. Given the product [OH:55][C:50]1[C:51]([CH:18]([C:6]2[CH:7]=[CH:8][CH:9]=[CH:10][CH:5]=2)[CH3:17])=[N:52][C:53]2[C:49]([C:29]=1[C:28]([OH:31])=[O:30])=[CH:48][CH:47]=[CH:46][C:45]=2[C:44]([F:43])([F:56])[F:57], predict the reactants needed to synthesize it. (7) The reactants are: [CH3:1][O:2][C:3]1[C:4]([CH3:27])=[C:5]([C:18]([O:25][CH3:26])=[C:19]([O:23][CH3:24])[C:20]=1[O:21][CH3:22])[CH2:6][C:7]1[CH:8]=[CH:9][C:10]([OH:17])=[C:11]([CH:16]=1)[C:12]([O:14][CH3:15])=[O:13].[CH3:28][O:29][C:30]1[CH:31]=[C:32](B(O)O)[CH:33]=[CH:34][CH:35]=1.C(N(CC)CC)C.N1C=CC=CC=1. Given the product [CH3:1][O:2][C:3]1[C:4]([CH3:27])=[C:5]([C:18]([O:25][CH3:26])=[C:19]([O:23][CH3:24])[C:20]=1[O:21][CH3:22])[CH2:6][C:7]1[CH:8]=[CH:9][C:10]([O:17][C:34]2[CH:33]=[CH:32][CH:31]=[C:30]([O:29][CH3:28])[CH:35]=2)=[C:11]([CH:16]=1)[C:12]([O:14][CH3:15])=[O:13], predict the reactants needed to synthesize it. (8) Given the product [CH2:9]([O:8][C:6]1[CH:7]=[C:2]([O:27][C:23]2[CH:24]=[CH:25][CH:26]=[C:21]([C:19]#[N:20])[CH:22]=2)[N:3]=[CH:4][N:5]=1)[C:10]#[C:11][CH3:12], predict the reactants needed to synthesize it. The reactants are: Cl[C:2]1[CH:7]=[C:6]([O:8][CH2:9][C:10]#[C:11][CH3:12])[N:5]=[CH:4][N:3]=1.C(=O)([O-])[O-].[K+].[K+].[C:19]([C:21]1[CH:22]=[C:23]([OH:27])[CH:24]=[CH:25][CH:26]=1)#[N:20].[Cl-].[NH4+]. (9) Given the product [CH3:30][NH:31][C:9]1[C:18]2[C:13](=[CH:14][CH:15]=[C:16]([C:19]([O:21][CH2:22][CH3:23])=[O:20])[CH:17]=2)[CH:12]=[CH:11][N:10]=1, predict the reactants needed to synthesize it. The reactants are: CN.O1CCCC1.Cl[C:9]1[C:18]2[C:13](=[CH:14][CH:15]=[C:16]([C:19]([O:21][CH2:22][CH3:23])=[O:20])[CH:17]=2)[CH:12]=[CH:11][N:10]=1.COC1C=CC([CH2:30][NH:31]C2C3C(=CC=C(C(O)=O)C=3)C=CN=2)=CC=1.